The task is: Predict the reactants needed to synthesize the given product.. This data is from Full USPTO retrosynthesis dataset with 1.9M reactions from patents (1976-2016). (1) The reactants are: [CH3:1][O:2][C:3]1[CH:4]=[C:5]([N:11]2[CH2:20][C:19]3[C:14](=[N:15][C:16](S(C)=O)=[N:17][CH:18]=3)[NH:13][C:12]2=[O:24])[CH:6]=[C:7]([O:9][CH3:10])[CH:8]=1.[N:25]1[CH:30]=[CH:29][C:28]([CH2:31][NH:32][CH2:33][CH2:34][NH2:35])=[CH:27][CH:26]=1. Given the product [CH3:1][O:2][C:3]1[CH:4]=[C:5]([N:11]2[CH2:20][C:19]3[C:14](=[N:15][C:16]([NH:35][CH2:34][CH2:33][NH:32][CH2:31][C:28]4[CH:27]=[CH:26][N:25]=[CH:30][CH:29]=4)=[N:17][CH:18]=3)[NH:13][C:12]2=[O:24])[CH:6]=[C:7]([O:9][CH3:10])[CH:8]=1, predict the reactants needed to synthesize it. (2) Given the product [I:1][C:2]1[CH:3]=[C:4]2[C:8](=[CH:9][CH:10]=1)[NH:7][C:6](=[O:11])[C:5]2=[N:14][NH:13][C:15](=[O:27])[CH2:16][O:17][C:18]1[CH:26]=[CH:25][C:21]([C:22]([OH:24])=[O:23])=[CH:20][CH:19]=1, predict the reactants needed to synthesize it. The reactants are: [I:1][C:2]1[CH:3]=[C:4]2[C:8](=[CH:9][CH:10]=1)[NH:7][C:6](=[O:11])[C:5]2=O.[NH:13]([C:15](=[O:27])[CH2:16][O:17][C:18]1[CH:26]=[CH:25][C:21]([C:22]([OH:24])=[O:23])=[CH:20][CH:19]=1)[NH2:14]. (3) Given the product [C:36]([NH:35][C:31]1[CH:30]=[C:29]([CH:26]2[CH2:27][CH2:28][N:23]([CH2:22][CH2:21][CH2:20][NH:19][C:9](=[O:11])[CH:8]([C:5]3[CH:4]=[CH:3][C:2]([F:1])=[CH:7][CH:6]=3)[C:12]3[CH:17]=[CH:16][C:15]([F:18])=[CH:14][CH:13]=3)[CH2:24][CH2:25]2)[CH:34]=[CH:33][CH:32]=1)(=[O:38])[CH3:37], predict the reactants needed to synthesize it. The reactants are: [F:1][C:2]1[CH:7]=[CH:6][C:5]([CH:8]([C:12]2[CH:17]=[CH:16][C:15]([F:18])=[CH:14][CH:13]=2)[C:9]([OH:11])=O)=[CH:4][CH:3]=1.[NH2:19][CH2:20][CH2:21][CH2:22][N:23]1[CH2:28][CH2:27][CH:26]([C:29]2[CH:30]=[C:31]([NH:35][C:36](=[O:38])[CH3:37])[CH:32]=[CH:33][CH:34]=2)[CH2:25][CH2:24]1.